This data is from Catalyst prediction with 721,799 reactions and 888 catalyst types from USPTO. The task is: Predict which catalyst facilitates the given reaction. (1) Reactant: [H-].[Na+].[SH:3][CH2:4][C:5]([O:7][CH2:8][CH3:9])=[O:6].F[C:11]1[CH:12]=[C:13]([C:19]([CH3:34])([C:27]([O:29][C:30]([CH3:33])([CH3:32])[CH3:31])=[O:28])[C:20]([O:22][C:23]([CH3:26])([CH3:25])[CH3:24])=[O:21])[CH:14]=[CH:15][C:16]=1[CH:17]=O.O. Product: [CH2:8]([O:7][C:5]([C:4]1[S:3][C:11]2[CH:12]=[C:13]([C:19]([CH3:34])([C:20]([O:22][C:23]([CH3:26])([CH3:25])[CH3:24])=[O:21])[C:27]([O:29][C:30]([CH3:33])([CH3:31])[CH3:32])=[O:28])[CH:14]=[CH:15][C:16]=2[CH:17]=1)=[O:6])[CH3:9]. The catalyst class is: 16. (2) Reactant: [F:1][C:2]1([F:16])[CH2:7][CH2:6][CH:5]([CH2:8][CH2:9][C:10](=[O:15])[C:11]([F:14])([F:13])[F:12])[CH2:4][CH2:3]1.C(N(CC)CC)C.Cl[Si](C)(C)C.[Br:29]Br. Product: [Br:29][CH:9]([CH2:8][CH:5]1[CH2:4][CH2:3][C:2]([F:16])([F:1])[CH2:7][CH2:6]1)[C:10](=[O:15])[C:11]([F:13])([F:14])[F:12]. The catalyst class is: 3. (3) Reactant: [CH2:1]([O:3][C:4](=[O:15])[CH:5]([C:7]1[CH:12]=[CH:11][C:10]([NH2:13])=[C:9](Br)[CH:8]=1)[CH3:6])[CH3:2].C(O[C:19]([S-:21])=[S:20])C.[K+]. Product: [CH2:1]([O:3][C:4](=[O:15])[CH:5]([C:7]1[CH:12]=[CH:11][C:10]2[NH:13][C:19](=[S:20])[S:21][C:9]=2[CH:8]=1)[CH3:6])[CH3:2]. The catalyst class is: 31. (4) Reactant: C1C=C(Cl)C=C(C(OO)=[O:9])C=1.[F:12][C:13]1[CH:14]=[C:15]([C:20]2[N:24]([CH3:25])[C:23]([S:26][CH3:27])=[N:22][N:21]=2)[CH:16]=[C:17]([F:19])[CH:18]=1.[OH-:28].[Na+]. Product: [F:12][C:13]1[CH:14]=[C:15]([C:20]2[N:24]([CH3:25])[C:23]([S:26]([CH3:27])(=[O:9])=[O:28])=[N:22][N:21]=2)[CH:16]=[C:17]([F:19])[CH:18]=1. The catalyst class is: 2. (5) Reactant: [NH2:1][C:2]1[C:7]([CH:8]=O)=[C:6]([N:10]2[CH2:15][CH2:14][CH:13]([C:16]3[N:17]([CH2:32][CH2:33][N:34]([CH3:36])[CH3:35])[CH:18]=[C:19]([C:21]4[CH:26]=[CH:25][C:24]([F:27])=[C:23]([C:28]([F:31])([F:30])[F:29])[CH:22]=4)[N:20]=3)[CH2:12][CH2:11]2)[N:5]=[CH:4][N:3]=1.[CH2:37]([NH:39][CH3:40])[CH3:38]. Product: [CH3:36][N:34]([CH3:35])[CH2:33][CH2:32][N:17]1[CH:18]=[C:19]([C:21]2[CH:26]=[CH:25][C:24]([F:27])=[C:23]([C:28]([F:29])([F:31])[F:30])[CH:22]=2)[N:20]=[C:16]1[CH:13]1[CH2:12][CH2:11][N:10]([C:6]2[N:5]=[CH:4][N:3]=[C:2]([NH2:1])[C:7]=2[CH2:8][N:39]([CH2:37][CH3:38])[CH3:40])[CH2:15][CH2:14]1. The catalyst class is: 26. (6) Reactant: [F:1][C:2]([F:44])([F:43])[C:3]1[CH:4]=[C:5]([C@H:13]2[O:17][C:16](=[O:18])[N:15]([CH2:19][C:20]3[CH:25]=[C:24]([C:26]([F:29])([F:28])[F:27])[CH:23]=[CH:22][C:21]=3[C:30]3[C:35]([N+:36]([O-])=O)=[CH:34][CH:33]=[C:32]([C:39]([CH3:41])=[CH2:40])[N:31]=3)[C@H:14]2[CH3:42])[CH:6]=[C:7]([C:9]([F:12])([F:11])[F:10])[CH:8]=1. Product: [NH2:36][C:35]1[C:30]([C:21]2[CH:22]=[CH:23][C:24]([C:26]([F:29])([F:28])[F:27])=[CH:25][C:20]=2[CH2:19][N:15]2[C@@H:14]([CH3:42])[C@@H:13]([C:5]3[CH:6]=[C:7]([C:9]([F:10])([F:11])[F:12])[CH:8]=[C:3]([C:2]([F:1])([F:43])[F:44])[CH:4]=3)[O:17][C:16]2=[O:18])=[N:31][C:32]([CH:39]([CH3:40])[CH3:41])=[CH:33][CH:34]=1. The catalyst class is: 50. (7) Reactant: C(OP([CH2:9][C:10]1[CH:15]=[CH:14][C:13]([NH:16]C(=O)C(F)(F)F)=[CH:12][C:11]=1[C:23]([F:26])([F:25])[F:24])(=O)OCC)C.[H-].[Na+].[CH3:29][N:30]1[CH2:35][CH2:34][C:33](=O)[CH2:32][CH2:31]1.[OH-].[Na+]. Product: [CH3:29][N:30]1[CH2:35][CH2:34][C:33](=[CH:9][C:10]2[CH:15]=[CH:14][C:13]([NH2:16])=[CH:12][C:11]=2[C:23]([F:24])([F:25])[F:26])[CH2:32][CH2:31]1. The catalyst class is: 20.